This data is from Catalyst prediction with 721,799 reactions and 888 catalyst types from USPTO. The task is: Predict which catalyst facilitates the given reaction. (1) Reactant: [C:1]([C:5]1[CH:35]=[CH:34][C:8]([NH:9][C:10]2[C:19]3[C:14](=[CH:15][CH:16]=[CH:17][CH:18]=3)[C:13]([CH2:20][C:21]3[CH:22]=[N:23][C:24]([O:32]C)=[C:25]([C:27]4[O:28][CH:29]=[CH:30][CH:31]=4)[CH:26]=3)=[N:12][N:11]=2)=[CH:7][CH:6]=1)([CH3:4])([CH3:3])[CH3:2].C(C1C=CC(NC2C3C(=CC=CC=3)C(CC3C=NC(OC)=C(Br)C=3)=NN=2)=CC=1)(C)(C)C.C([Sn](CCCC)(CCCC)C1OC=CC=1)CCC. Product: [C:1]([C:5]1[CH:6]=[CH:7][C:8]([NH:9][C:10]2[C:19]3[C:14](=[CH:15][CH:16]=[CH:17][CH:18]=3)[C:13]([CH2:20][C:21]3[CH:22]=[N:23][C:24]([OH:32])=[C:25]([C:27]4[O:28][CH:29]=[CH:30][CH:31]=4)[CH:26]=3)=[N:12][N:11]=2)=[CH:34][CH:35]=1)([CH3:4])([CH3:2])[CH3:3]. The catalyst class is: 25. (2) Product: [Cl:17][C:9]1[CH:8]=[C:7]2[C:12]([C:13](=[O:16])[C:14]([CH3:15])=[C:5]([C:3]([OH:4])=[O:2])[N:6]2[C:18]2[CH:23]=[CH:22][CH:21]=[CH:20][CH:19]=2)=[CH:11][CH:10]=1. The catalyst class is: 13. Reactant: C[O:2][C:3]([C:5]1[N:6]([C:18]2[CH:23]=[CH:22][CH:21]=[CH:20][CH:19]=2)[C:7]2[C:12]([C:13](=[O:16])[C:14]=1[CH3:15])=[CH:11][CH:10]=[C:9]([Cl:17])[CH:8]=2)=[O:4].[OH-].[Na+].O1CCOCC1. (3) Reactant: [F:8][C:7]([F:10])([F:9])[C:6](O[C:6](=[O:11])[C:7]([F:10])([F:9])[F:8])=[O:11].[NH2:14][C:15]1[CH:20]=[CH:19][C:18]([CH2:21][CH2:22][CH2:23][C:24]([OH:26])=[O:25])=[CH:17][CH:16]=1. Product: [F:10][C:7]([F:8])([F:9])[C:6]([NH:14][C:15]1[CH:16]=[CH:17][C:18]([CH2:21][CH2:22][CH2:23][C:24]([OH:26])=[O:25])=[CH:19][CH:20]=1)=[O:11]. The catalyst class is: 22. (4) Product: [CH2:7]([O:8][N:9]1[C:15](=[O:16])[N:14]2[CH2:17][C@H:10]1[CH2:11][CH2:12][C@H:13]2[C:18]([NH:21][C@@H:22]1[CH2:26][CH2:25][N:24]([C:27]([O:29][C:30]([CH3:33])([CH3:32])[CH3:31])=[O:28])[CH2:23]1)=[O:20])[C:1]1[CH:2]=[CH:3][CH:4]=[CH:5][CH:6]=1. Reactant: [C:1]1([CH2:7][O:8][N:9]2[C:15](=[O:16])[N:14]3[CH2:17][C@H:10]2[CH2:11][CH2:12][C@H:13]3[C:18]([OH:20])=O)[CH:6]=[CH:5][CH:4]=[CH:3][CH:2]=1.[NH2:21][C@@H:22]1[CH2:26][CH2:25][N:24]([C:27]([O:29][C:30]([CH3:33])([CH3:32])[CH3:31])=[O:28])[CH2:23]1.C(N(CC)CC)C.C1C=CC2N(O)N=NC=2C=1.C(Cl)CCl. The catalyst class is: 4. (5) Product: [Cl:14][C:12]1[CH:13]=[CH:8][C:9]2[NH:15][C:6]([C:4]([OH:3])=[O:5])=[CH:7][C:10]=2[N:11]=1. The catalyst class is: 8. Reactant: C([O:3][C:4]([C:6]1[NH:15][C:9]2=[CH:10][N:11]=[C:12]([Cl:14])[CH:13]=[C:8]2[CH:7]=1)=[O:5])C.[OH-].[Na+]. (6) The catalyst class is: 9. Product: [F:8][C:7]1[CH:6]=[CH:5][C:4]([C:9]2[C:10]([C:22]3[CH:27]=[CH:26][CH:25]=[C:24]([CH3:28])[N:23]=3)=[N:11][N:12]([CH2:14][O:15][CH2:16][CH2:17][Si:18]([CH3:21])([CH3:20])[CH3:19])[CH:13]=2)=[CH:3][C:2]=1[B:29]1[O:33][C:32]([CH3:35])([CH3:34])[C:31]([CH3:37])([CH3:36])[O:30]1. Reactant: Br[C:2]1[CH:3]=[C:4]([C:9]2[C:10]([C:22]3[CH:27]=[CH:26][CH:25]=[C:24]([CH3:28])[N:23]=3)=[N:11][N:12]([CH2:14][O:15][CH2:16][CH2:17][Si:18]([CH3:21])([CH3:20])[CH3:19])[CH:13]=2)[CH:5]=[CH:6][C:7]=1[F:8].[B:29]1([B:29]2[O:33][C:32]([CH3:35])([CH3:34])[C:31]([CH3:37])([CH3:36])[O:30]2)[O:33][C:32]([CH3:35])([CH3:34])[C:31]([CH3:37])([CH3:36])[O:30]1.C([O-])(=O)C.[K+]. (7) Reactant: [ClH:1].Cl.[CH3:3][C:4]1[CH:13]=[CH:12][C:11]2[C:6](=[CH:7][CH:8]=[CH:9][C:10]=2[N:14]2[CH2:19][CH2:18][N:17]([CH2:20][CH2:21][C:22]3[CH:23]=[C:24]([N:28]4[CH2:32][CH2:31][NH:30][C:29]4=[O:33])[CH:25]=[CH:26][CH:27]=3)[CH2:16][CH2:15]2)[N:5]=1.[H-].[Na+].I[CH2:37][CH3:38]. Product: [ClH:1].[CH2:37]([N:30]1[CH2:31][CH2:32][N:28]([C:24]2[CH:25]=[CH:26][CH:27]=[C:22]([CH2:21][CH2:20][N:17]3[CH2:18][CH2:19][N:14]([C:10]4[CH:9]=[CH:8][CH:7]=[C:6]5[C:11]=4[CH:12]=[CH:13][C:4]([CH3:3])=[N:5]5)[CH2:15][CH2:16]3)[CH:23]=2)[C:29]1=[O:33])[CH3:38]. The catalyst class is: 121. (8) Reactant: [CH3:1][O:2][C:3]1[CH:4]=[C:5]([CH:9]=[C:10]([N+:12]([O-:14])=[O:13])[CH:11]=1)[C:6](O)=[O:7].[CH3:15][NH:16][CH3:17]. Product: [CH3:1][O:2][C:3]1[CH:4]=[C:5]([CH:9]=[C:10]([N+:12]([O-:14])=[O:13])[CH:11]=1)[C:6]([N:16]([CH3:17])[CH3:15])=[O:7]. The catalyst class is: 2. (9) Reactant: Br[C:2]1[CH:3]=[C:4]([N:8]2[CH2:13][CH2:12][O:11][CH2:10][CH2:9]2)[CH:5]=[CH:6][CH:7]=1.[B:14](OC(C)C)([O:19]C(C)C)[O:15]C(C)C.[Li]CCCC. Product: [N:8]1([C:4]2[CH:3]=[C:2]([B:14]([OH:19])[OH:15])[CH:7]=[CH:6][CH:5]=2)[CH2:13][CH2:12][O:11][CH2:10][CH2:9]1. The catalyst class is: 247. (10) Reactant: Br[C:2]1[N:10]([CH2:11][C:12]2[CH:17]=[CH:16][C:15]([C:18]([F:21])([F:20])[F:19])=[CH:14][CH:13]=2)[C:9]2[C:4](=[N:5][C:6]([C:29]#[N:30])=[N:7][C:8]=2[NH:22][C@@H:23]([CH:25]2[CH2:28][CH2:27][CH2:26]2)[CH3:24])[N:3]=1.CC1(C)C(C)(C)OB([C:39]2[CH2:44][CH2:43][CH2:42][CH2:41][C:40]=2[C:45]2[CH:50]=[CH:49][CH:48]=[CH:47][CH:46]=2)O1.C([O-])([O-])=O.[Na+].[Na+]. Product: [CH:25]1([C@H:23]([NH:22][C:8]2[N:7]=[C:6]([C:29]#[N:30])[N:5]=[C:4]3[C:9]=2[N:10]([CH2:11][C:12]2[CH:13]=[CH:14][C:15]([C:18]([F:19])([F:21])[F:20])=[CH:16][CH:17]=2)[C:2]([C:46]2[CH2:47][CH2:48][CH2:49][CH2:50][C:45]=2[C:40]2[CH:39]=[CH:44][CH:43]=[CH:42][CH:41]=2)=[N:3]3)[CH3:24])[CH2:28][CH2:27][CH2:26]1. The catalyst class is: 564.